Dataset: Reaction yield outcomes from USPTO patents with 853,638 reactions. Task: Predict the reaction yield, written as a fraction of the theoretical maximum amount of product (1.0 means a 100% yield; for example, 0.34 means a 34% yield). (1) The product is [Cl:1][C:2]1[CH:3]=[CH:4][C:5]([S:8]([CH:11]([C:21]2[CH:26]=[C:25]([F:27])[CH:24]=[CH:23][C:22]=2[F:28])[C:12]2[CH:13]=[CH:14][C:15]([C:18]([N:35]([CH3:36])[CH3:34])=[O:20])=[CH:16][N:17]=2)(=[O:10])=[O:9])=[CH:6][CH:7]=1. The yield is 0.900. The reactants are [Cl:1][C:2]1[CH:7]=[CH:6][C:5]([S:8]([CH:11]([C:21]2[CH:26]=[C:25]([F:27])[CH:24]=[CH:23][C:22]=2[F:28])[C:12]2[N:17]=[CH:16][C:15]([C:18]([OH:20])=O)=[CH:14][CH:13]=2)(=[O:10])=[O:9])=[CH:4][CH:3]=1.O1CCCC1.[CH3:34][NH:35][CH3:36].C(N(CC)CC)C.Cl.C(N=C=NCCCN(C)C)C. The catalyst is CN(C)C1C=CN=CC=1.ClCCl.C(OCC)(=O)C.CCCCCC. (2) The yield is 0.530. The catalyst is CO.[OH-].[Pd+2].[OH-]. The reactants are C([O:8]/[N:9]=[C:10]1\[CH2:11][CH2:12][C:13]2[C:18]\1=[CH:17][CH:16]=[C:15]([C:19]1[C:20]([C:27]3[CH:32]=[CH:31][N:30]=[CH:29][CH:28]=3)=[N:21][N:22]([CH2:24][CH2:25][OH:26])[CH:23]=1)[CH:14]=2)C1C=CC=CC=1.Cl.[H][H]. The product is [OH:26][CH2:25][CH2:24][N:22]1[CH:23]=[C:19]([C:15]2[CH:14]=[C:13]3[C:18](=[CH:17][CH:16]=2)[C:10](=[N:9][OH:8])[CH2:11][CH2:12]3)[C:20]([C:27]2[CH:28]=[CH:29][N:30]=[CH:31][CH:32]=2)=[N:21]1. (3) The reactants are Cl[C:2]1[C:7]([C:8]([NH:10][C:11]2[CH:16]=[CH:15][C:14]([O:17][CH3:18])=[CH:13][CH:12]=2)=[O:9])=[CH:6][CH:5]=[CH:4][N:3]=1.[N:19]1[CH:24]=[CH:23][C:22]([N:25]2[CH2:30][CH2:29][CH:28]([CH2:31][NH2:32])[CH2:27][CH2:26]2)=[CH:21][CH:20]=1.C(N(CC)CC)C. The catalyst is C(O)C. The product is [CH3:18][O:17][C:14]1[CH:15]=[CH:16][C:11]([NH:10][C:8]([C:7]2[C:2]([NH:32][CH2:31][CH:28]3[CH2:27][CH2:26][N:25]([C:22]4[CH:23]=[CH:24][N:19]=[CH:20][CH:21]=4)[CH2:30][CH2:29]3)=[N:3][CH:4]=[CH:5][CH:6]=2)=[O:9])=[CH:12][CH:13]=1. The yield is 0.240.